Dataset: Reaction yield outcomes from USPTO patents with 853,638 reactions. Task: Predict the reaction yield, written as a fraction of the theoretical maximum amount of product (1.0 means a 100% yield; for example, 0.34 means a 34% yield). (1) The reactants are [NH2:1][C:2]1[N:7]=[C:6]([N:8]2[CH2:13][CH2:12][N:11]([C:14](=[O:24])[CH2:15][O:16][C:17]3[CH:22]=[CH:21][C:20]([Cl:23])=[CH:19][CH:18]=3)[CH2:10][CH2:9]2)[C:5]([NH2:25])=[C:4]([NH2:26])[N:3]=1.[F:27][C:28]1[CH:35]=[CH:34][C:31]([CH:32]=O)=[CH:30][CH:29]=1. No catalyst specified. The product is [NH2:1][C:2]1[N:3]=[C:4]2[C:5]([N:25]=[C:32]([C:31]3[CH:34]=[CH:35][C:28]([F:27])=[CH:29][CH:30]=3)[NH:26]2)=[C:6]([N:8]2[CH2:9][CH2:10][N:11]([C:14](=[O:24])[CH2:15][O:16][C:17]3[CH:18]=[CH:19][C:20]([Cl:23])=[CH:21][CH:22]=3)[CH2:12][CH2:13]2)[N:7]=1. The yield is 0.830. (2) The reactants are C(OC(NC(OC(=O)CCCCC)[C@H](C)[CH2:11][CH2:12][C:13]1[CH:14]=[CH:15][C:16]2[CH:20]=[CH:19][S:18][C:17]=2[CH:21]=1)=O)(C)(C)C.[OH-:31].[Na+].C[C:34]([CH3:37])([O-])[CH3:35].[K+].O.C[N:41](C)[CH:42]=[O:43]. The catalyst is CO. The product is [S:18]1[CH:19]=[CH:20][C:16]2[CH:15]=[CH:14][C:13]([CH2:12][CH2:11][N:41]3[C@H:34]([CH3:37])[CH2:35][O:31][C:42]3=[O:43])=[CH:21][C:17]1=2. The yield is 0.940. (3) The reactants are [CH2:1]([O:8][C:9]1[C:14]([CH3:15])=[CH:13][C:12](Br)=[CH:11][C:10]=1[CH3:17])[C:2]1[CH:7]=[CH:6][CH:5]=[CH:4][CH:3]=1.[CH3:18][Si:19]([C:22]#[CH:23])([CH3:21])[CH3:20]. The catalyst is C(N(CC)CC)C.[Cu]I. The product is [CH2:1]([O:8][C:9]1[C:14]([CH3:15])=[CH:13][C:12]([C:23]#[C:22][Si:19]([CH3:21])([CH3:20])[CH3:18])=[CH:11][C:10]=1[CH3:17])[C:2]1[CH:7]=[CH:6][CH:5]=[CH:4][CH:3]=1. The yield is 0.760.